Dataset: HIV replication inhibition screening data with 41,000+ compounds from the AIDS Antiviral Screen. Task: Binary Classification. Given a drug SMILES string, predict its activity (active/inactive) in a high-throughput screening assay against a specified biological target. The drug is Nn1c(CCCCCCCCc2nnc(COc3c(O)ccc4ccccc34)n2N)nnc1COc1c(O)ccc2ccccc12. The result is 0 (inactive).